Regression. Given two drug SMILES strings and cell line genomic features, predict the synergy score measuring deviation from expected non-interaction effect. From a dataset of NCI-60 drug combinations with 297,098 pairs across 59 cell lines. (1) Drug 1: C1=NC2=C(N=C(N=C2N1C3C(C(C(O3)CO)O)F)Cl)N. Drug 2: C1=CN(C=N1)CC(O)(P(=O)(O)O)P(=O)(O)O. Cell line: SN12C. Synergy scores: CSS=24.5, Synergy_ZIP=-5.44, Synergy_Bliss=-3.18, Synergy_Loewe=-10.3, Synergy_HSA=-2.25. (2) Drug 1: CCC1(CC2CC(C3=C(CCN(C2)C1)C4=CC=CC=C4N3)(C5=C(C=C6C(=C5)C78CCN9C7C(C=CC9)(C(C(C8N6C)(C(=O)OC)O)OC(=O)C)CC)OC)C(=O)OC)O.OS(=O)(=O)O. Drug 2: CN(CCCl)CCCl.Cl. Cell line: 786-0. Synergy scores: CSS=18.9, Synergy_ZIP=-4.60, Synergy_Bliss=1.10, Synergy_Loewe=0.317, Synergy_HSA=0.366. (3) Drug 1: C1CCC(C1)C(CC#N)N2C=C(C=N2)C3=C4C=CNC4=NC=N3. Drug 2: CC1C(C(CC(O1)OC2CC(CC3=C2C(=C4C(=C3O)C(=O)C5=C(C4=O)C(=CC=C5)OC)O)(C(=O)C)O)N)O.Cl. Cell line: A498. Synergy scores: CSS=35.1, Synergy_ZIP=3.14, Synergy_Bliss=12.4, Synergy_Loewe=-3.17, Synergy_HSA=11.3. (4) Drug 1: COC1=C(C=C2C(=C1)N=CN=C2NC3=CC(=C(C=C3)F)Cl)OCCCN4CCOCC4. Drug 2: CC12CCC3C(C1CCC2OP(=O)(O)O)CCC4=C3C=CC(=C4)OC(=O)N(CCCl)CCCl.[Na+]. Cell line: TK-10. Synergy scores: CSS=29.8, Synergy_ZIP=-2.81, Synergy_Bliss=-5.85, Synergy_Loewe=-22.5, Synergy_HSA=-5.10.